Task: Token-level Classification. Given an antigen amino acid sequence, predict which amino acid positions are active epitope sites capable of antibody binding. Output is a list of indices for active positions.. Dataset: B-cell epitopes from IEDB database with 3,159 antigens for binding position prediction Given the antigen sequence: MSTESMIRDVELAEEALPKKTGGPQGSRRCLFLSLFSFLIVAGATTLFCLLHFGVIGPQREEFPRDLSLISPLAQAVRSSSRTPSDKPVAHVVANPQAEGQLQWLNRRANALLANGVELRDNQLVVPSEGLYLIYSQVLFKGQGCPSTHVLLTHTISRIAVSYQTKVNLLSAIKSPCQRETPEGAEAKPWYEPIYLGGVFQLEKGDRLSAEINRPDYLDFAESGQVYFGIIAL, which amino acid positions are active epitope sites? The epitope positions are: [114, 115, 116, 117, 118, 119, 120]. The amino acids at these positions are: NGVELRD.